Predict the reaction yield, written as a fraction of the theoretical maximum amount of product (1.0 means a 100% yield; for example, 0.34 means a 34% yield). From a dataset of Reaction yield outcomes from USPTO patents with 853,638 reactions. (1) The reactants are [F:1][C:2]1[CH:3]=[C:4]([C@H:10]2[CH2:14][O:13][C:12]([CH3:16])([CH3:15])[N:11]2[C:17]([O:19][C:20]([CH3:23])([CH3:22])[CH3:21])=[O:18])[CH:5]=[C:6]([CH2:8]O)[CH:7]=1.[Cl:24]C1N=C(Cl)N=C(Cl)N=1. The catalyst is CS(C)=O.CCOC(C)=O. The product is [Cl:24][CH2:8][C:6]1[CH:5]=[C:4]([C@H:10]2[CH2:14][O:13][C:12]([CH3:16])([CH3:15])[N:11]2[C:17]([O:19][C:20]([CH3:23])([CH3:22])[CH3:21])=[O:18])[CH:3]=[C:2]([F:1])[CH:7]=1. The yield is 0.940. (2) The reactants are CCN(C(C)C)C(C)C.[CH3:10][O:11][C:12]1[CH:13]=[C:14]2[C:19](=[CH:20][CH:21]=1)[O:18][C:17](=[O:22])[C:16]([C:23]([OH:25])=O)=[CH:15]2.CN(C(ON1N=NC2C=CC=NC1=2)=[N+](C)C)C.F[P-](F)(F)(F)(F)F.[N:50]1[C:51]([C:59]2[CH:60]=[C:61]([NH2:65])[CH:62]=[CH:63][CH:64]=2)=[CH:52][N:53]2[CH:58]=[CH:57][CH:56]=[CH:55][C:54]=12. The catalyst is CN(C=O)C. The product is [N:50]1[C:51]([C:59]2[CH:60]=[C:61]([NH:65][C:23]([C:16]3[C:17](=[O:22])[O:18][C:19]4[C:14]([CH:15]=3)=[CH:13][C:12]([O:11][CH3:10])=[CH:21][CH:20]=4)=[O:25])[CH:62]=[CH:63][CH:64]=2)=[CH:52][N:53]2[CH:58]=[CH:57][CH:56]=[CH:55][C:54]=12. The yield is 0.830.